This data is from Forward reaction prediction with 1.9M reactions from USPTO patents (1976-2016). The task is: Predict the product of the given reaction. (1) Given the reactants N#N.[N+:3]([C:6]1[CH:7]=[N:8][N:9]([CH2:11][CH2:12][CH2:13][CH2:14][C:15](=[O:17])[CH3:16])[CH:10]=1)([O-:5])=[O:4].CC(C[AlH]CC(C)C)C.[C@H](O)(C([O-])=O)[C@@H](O)C([O-])=O.[Na+].[K+], predict the reaction product. The product is: [N+:3]([C:6]1[CH:7]=[N:8][N:9]([CH2:11][CH2:12][CH2:13][CH2:14][CH:15]([OH:17])[CH3:16])[CH:10]=1)([O-:5])=[O:4]. (2) Given the reactants [Cl:1][C:2]1[CH:7]=[CH:6][C:5]([S:8][C:9]2[CH:14]=[CH:13][CH:12]=[CH:11][C:10]=2[CH:15]=[CH:16][C:17]([OH:19])=O)=[CH:4][CH:3]=1.[NH2:20][CH2:21][CH2:22][CH2:23][CH2:24][CH2:25][OH:26], predict the reaction product. The product is: [Cl:1][C:2]1[CH:3]=[CH:4][C:5]([S:8][C:9]2[CH:14]=[CH:13][CH:12]=[CH:11][C:10]=2/[CH:15]=[CH:16]/[C:17]([NH:20][CH2:21][CH2:22][CH2:23][CH2:24][CH2:25][OH:26])=[O:19])=[CH:6][CH:7]=1.